This data is from Forward reaction prediction with 1.9M reactions from USPTO patents (1976-2016). The task is: Predict the product of the given reaction. (1) Given the reactants [Cl:1][C:2]1[CH:7]=[CH:6][C:5]([OH:8])=[C:4]([F:9])[CH:3]=1.CC(C)([O-])C.[K+].[F:16][C:17]1[CH:18]=[C:19]([CH:22]=[CH:23][C:24]=1F)[C:20]#[N:21].O, predict the reaction product. The product is: [Cl:1][C:2]1[CH:7]=[CH:6][C:5]([O:8][C:24]2[CH:23]=[CH:22][C:19]([C:20]#[N:21])=[CH:18][C:17]=2[F:16])=[C:4]([F:9])[CH:3]=1. (2) Given the reactants C([O:8][C:9]1[C:13]([O:14][CH2:15][C:16]2[CH:21]=[CH:20][CH:19]=[CH:18][CH:17]=2)=[C:12]([C:22](OCC)=[O:23])[N:11]([C:27]2[CH:32]=[CH:31][C:30]([O:33][CH3:34])=[CH:29][CH:28]=2)[C:10]=1[C:35]([O:37]CC)=O)C1C=CC=CC=1.[CH3:40][N:41]1[CH2:46][CH2:45][NH:44][CH2:43][CH2:42]1.[CH:47]([Mg]Cl)([CH3:49])[CH3:48], predict the reaction product. The product is: [CH2:48]([O:8][C:9]1[C:13]([O:14][CH2:15][C:16]2[CH:21]=[CH:20][CH:19]=[CH:18][CH:17]=2)=[C:12]([C:22]([N:44]2[CH2:45][CH2:46][N:41]([CH3:40])[CH2:42][CH2:43]2)=[O:23])[N:11]([C:27]2[CH:32]=[CH:31][C:30]([O:33][CH3:34])=[CH:29][CH:28]=2)[C:10]=1[C:35]([N:44]1[CH2:45][CH2:46][N:41]([CH3:40])[CH2:42][CH2:43]1)=[O:37])[C:47]1[CH:49]=[CH:35][CH:10]=[CH:9][CH:13]=1. (3) Given the reactants [CH3:1][O:2][CH2:3][CH2:4]Br.COCCCN1C2C=C([CH2:21][CH2:22][C@@H:23]3[C@@H:28]([C:29]4[CH:34]=[CH:33][C:32]([CH2:35][OH:36])=[CH:31][CH:30]=4)[C@H:27]([O:37][Si](C(C)C)(C(C)C)C(C)C)[CH2:26][N:25](S(C4C=CC(C)=CC=4)(=O)=O)[CH2:24]3)C=CC=2OCC1.[H-].[Na+].[CH3:60][N:61]([CH3:64])[CH:62]=O, predict the reaction product. The product is: [CH3:1][O:2][CH2:3][CH2:4][O:36][CH2:35][C:32]1[CH:33]=[CH:34][C:29]([C@@H:28]2[C@@H:23]([CH2:22][CH2:21][C:22]3[CH:21]=[CH:4][C:3]4[O:2][CH2:1][CH2:62][N:61]([CH2:64][CH2:4][CH2:3][O:2][CH3:1])[C:60]=4[CH:23]=3)[CH2:24][NH:25][CH2:26][C@H:27]2[O:37][CH2:26][C@H:27]([OH:37])[CH3:28])=[CH:30][CH:31]=1.